This data is from Catalyst prediction with 721,799 reactions and 888 catalyst types from USPTO. The task is: Predict which catalyst facilitates the given reaction. (1) Reactant: [C:1]([O:5][C:6]([N:8]1[C@@H:13]([C@@H:14]([O:40]CC2C=CC=CC=2)[C@@H:15]([N:25](CC2C=CC=CC=2)CC2C=CC=CC=2)[CH2:16][C:17]2[CH:22]=[C:21]([F:23])[CH:20]=[C:19]([F:24])[CH:18]=2)[CH2:12][O:11][C@@H:10]([CH2:48][CH2:49][CH:50]2[CH2:55][CH2:54][CH2:53][CH2:52][CH2:51]2)[CH2:9]1)=[O:7])([CH3:4])([CH3:3])[CH3:2].[H][H]. Product: [C:1]([O:5][C:6]([N:8]1[C@@H:13]([C@@H:14]([OH:40])[C@@H:15]([NH2:25])[CH2:16][C:17]2[CH:18]=[C:19]([F:24])[CH:20]=[C:21]([F:23])[CH:22]=2)[CH2:12][O:11][C@@H:10]([CH2:48][CH2:49][CH:50]2[CH2:55][CH2:54][CH2:53][CH2:52][CH2:51]2)[CH2:9]1)=[O:7])([CH3:4])([CH3:2])[CH3:3]. The catalyst class is: 105. (2) Reactant: [F:1][C@H:2]1[CH2:19][C@@:17]2([CH3:18])[C@@H:13]([CH2:14][CH2:15][C:16]2=[O:20])[C@H:12]2[C@H:3]1[C:4]1[CH:5]=[CH:6][C:7]([OH:28])=[CH:8][C:9]=1[CH2:10][C@H:11]2[CH2:21][CH2:22][CH2:23][CH2:24][CH2:25][NH:26][CH3:27].[F:29][C:30]([F:54])([C:50]([F:53])([F:52])[F:51])[CH2:31][CH2:32][CH2:33][CH2:34][CH2:35][CH2:36][CH2:37]COS(C1C=CC(C)=CC=1)(=O)=O.[C:55](=O)(O)[O-].[Na+]. Product: [F:1][C@H:2]1[CH2:19][C@@:17]2([CH3:18])[C@@H:13]([CH2:14][CH2:15][C:16]2=[O:20])[C@H:12]2[C@H:3]1[C:4]1[CH:5]=[CH:6][C:7]([OH:28])=[CH:8][C:9]=1[CH2:10][C@H:11]2[CH2:21][CH2:22][CH2:23][CH2:24][CH2:25][N:26]([CH3:55])[CH2:27][CH2:37][CH2:36][CH2:35][CH2:34][CH2:33][CH2:32][CH2:31][C:30]([F:29])([F:54])[C:50]([F:51])([F:52])[F:53]. The catalyst class is: 9. (3) Reactant: [B:10]1([B:10]2[O:14][C:13]([CH3:16])([CH3:15])[C:12]([CH3:18])([CH3:17])[O:11]2)[O:14][C:13]([CH3:16])([CH3:15])[C:12]([CH3:18])([CH3:17])[O:11]1.C([O-])(=O)C.[K+].[CH:24]1([C:27]2[C:28]([N:47]([C:52]3[CH:57]=[CH:56][C:55](I)=[C:54]([CH3:59])[CH:53]=3)[S:48]([CH3:51])(=[O:50])=[O:49])=[CH:29][C:30]3[O:34][C:33]([C:35]4[CH:40]=[CH:39][C:38]([F:41])=[CH:37][CH:36]=4)=[C:32]([C:42]([NH:44][CH3:45])=[O:43])[C:31]=3[CH:46]=2)[CH2:26][CH2:25]1.O1CCOCC1. Product: [CH:24]1([C:27]2[C:28]([N:47]([C:52]3[CH:57]=[CH:56][C:55]([B:10]4[O:11][C:12]([CH3:17])([CH3:18])[C:13]([CH3:15])([CH3:16])[O:14]4)=[C:54]([CH3:59])[CH:53]=3)[S:48]([CH3:51])(=[O:50])=[O:49])=[CH:29][C:30]3[O:34][C:33]([C:35]4[CH:36]=[CH:37][C:38]([F:41])=[CH:39][CH:40]=4)=[C:32]([C:42]([NH:44][CH3:45])=[O:43])[C:31]=3[CH:46]=2)[CH2:26][CH2:25]1. The catalyst class is: 6. (4) Reactant: O[C:2]([C:4](F)(F)F)=[O:3].O1[C:11]2(CCC[NH:12]2)[CH2:10][CH2:9]1.[CH3:16][O:17][C:18]1[CH:19]=[C:20]([CH:23]=[CH:24][C:25]=1[O:26][CH:27]1[CH2:30][N:29]([C:31]([C:33]2[O:34][C:35]([C:38]3[CH:43]=[CH:42][CH:41]=[CH:40][CH:39]=3)=[N:36][N:37]=2)=[O:32])[CH2:28]1)[CH:21]=O.[CH2:44](N(CC)CC)C.[Na].C([O-])(O)=O.[Na+]. Product: [CH2:44]1[C:4]2([CH2:9][CH2:10][CH2:11][N:12]2[CH2:21][C:20]2[CH:23]=[CH:24][C:25]([O:26][CH:27]3[CH2:30][N:29]([C:31]([C:33]4[O:34][C:35]([C:38]5[CH:39]=[CH:40][CH:41]=[CH:42][CH:43]=5)=[N:36][N:37]=4)=[O:32])[CH2:28]3)=[C:18]([O:17][CH3:16])[CH:19]=2)[CH2:2][O:3]1. The catalyst class is: 4. (5) Reactant: [OH:1][CH2:2][CH2:3][CH2:4][O:5][CH2:6][C@H:7]1[CH2:18][CH2:17][C:16]2[S:15][C:14]3[N:13]=[CH:12][N:11]=[C:10]([O:19][CH:20]4[CH2:25][CH2:24][CH:23]([N:26]([CH3:34])[C:27](=[O:33])[O:28][C:29]([CH3:32])([CH3:31])[CH3:30])[CH2:22][CH2:21]4)[C:9]=3[C:8]1=2.C1C=C[NH+]=CC=1.C1C=C[NH+]=CC=1.[O-:47][Cr](O[Cr]([O-])(=O)=O)(=O)=O. Product: [C:29]([O:28][C:27]([N:26]([CH3:34])[CH:23]1[CH2:22][CH2:21][CH:20]([O:19][C:10]2[C:9]3[C:8]4[C@@H:7]([CH2:6][O:5][CH2:4][CH2:3][C:2]([OH:47])=[O:1])[CH2:18][CH2:17][C:16]=4[S:15][C:14]=3[N:13]=[CH:12][N:11]=2)[CH2:25][CH2:24]1)=[O:33])([CH3:31])([CH3:30])[CH3:32]. The catalyst class is: 3. (6) Reactant: [Br:1][CH:2]1[CH2:8][CH2:7][CH2:6][C:5]2[CH:9]=[C:10]([N:13]3[CH2:17][C@H:16]([CH2:18][NH:19][C:20](=[O:22])[CH3:21])[O:15][C:14]3=[O:23])[CH:11]=[CH:12][C:4]=2[C:3]1=O.[N:25]1([CH2:31][CH2:32][NH:33][C:34]([NH2:36])=[S:35])[CH2:30][CH2:29][O:28][CH2:27][CH2:26]1. Product: [BrH:1].[N:25]1([CH2:31][CH2:32][NH:33][C:34]2[S:35][C:2]3[CH2:8][CH2:7][CH2:6][C:5]4[CH:9]=[C:10]([N:13]5[CH2:17][C@H:16]([CH2:18][NH:19][C:20](=[O:22])[CH3:21])[O:15][C:14]5=[O:23])[CH:11]=[CH:12][C:4]=4[C:3]=3[N:36]=2)[CH2:26][CH2:27][O:28][CH2:29][CH2:30]1. The catalyst class is: 8.